From a dataset of Catalyst prediction with 721,799 reactions and 888 catalyst types from USPTO. Predict which catalyst facilitates the given reaction. Reactant: C(OC(=O)[NH:7][C@@H:8]1[CH2:14][C:13]([F:16])([F:15])[CH2:12][CH2:11][N:10]([CH2:17][C:18]2[CH:23]=[CH:22][C:21]([O:24][CH3:25])=[CH:20][C:19]=2[O:26][CH3:27])[C:9]1=[O:28])(C)(C)C.Cl.O1CCOCC1.CCN(C(C)C)C(C)C.[F:46][C:47]([F:55])([F:54])[CH2:48][CH2:49][S:50](Cl)(=[O:52])=[O:51]. Product: [CH3:27][O:26][C:19]1[CH:20]=[C:21]([O:24][CH3:25])[CH:22]=[CH:23][C:18]=1[CH2:17][N:10]1[CH2:11][CH2:12][C:13]([F:15])([F:16])[CH2:14][C@@H:8]([NH:7][S:50]([CH2:49][CH2:48][C:47]([F:55])([F:54])[F:46])(=[O:52])=[O:51])[C:9]1=[O:28]. The catalyst class is: 4.